Dataset: Full USPTO retrosynthesis dataset with 1.9M reactions from patents (1976-2016). Task: Predict the reactants needed to synthesize the given product. (1) Given the product [CH3:1][N:2]1[C:6]([O:7][S:13]([C:16]([F:19])([F:18])[F:17])(=[O:14])=[O:12])=[CH:5][C:4]([C:8]([F:9])([F:10])[F:11])=[N:3]1, predict the reactants needed to synthesize it. The reactants are: [CH3:1][N:2]1[C:6]([OH:7])=[CH:5][C:4]([C:8]([F:11])([F:10])[F:9])=[N:3]1.[O:12](S(C(F)(F)F)(=O)=O)[S:13]([C:16]([F:19])([F:18])[F:17])(=O)=[O:14].O. (2) Given the product [Cl:13][C:5]1[C:4]2[C:9](=[CH:10][CH:11]=[C:2]([NH:18][CH2:17][C:16]3[CH:19]=[C:20]([Cl:23])[CH:21]=[CH:22][C:15]=3[Cl:14])[CH:3]=2)[C:8](=[O:12])[NH:7][N:6]=1, predict the reactants needed to synthesize it. The reactants are: Br[C:2]1[CH:3]=[C:4]2[C:9](=[CH:10][CH:11]=1)[C:8](=[O:12])[NH:7][N:6]=[C:5]2[Cl:13].[Cl:14][C:15]1[CH:22]=[CH:21][C:20]([Cl:23])=[CH:19][C:16]=1[CH2:17][NH2:18].C1C=CC(P(C2C(C3C(P(C4C=CC=CC=4)C4C=CC=CC=4)=CC=C4C=3C=CC=C4)=C3C(C=CC=C3)=CC=2)C2C=CC=CC=2)=CC=1.CC([O-])(C)C.[Na+]. (3) The reactants are: CN(C(ON1N=NC2C=CC=CC1=2)=[N+](C)C)C.[B-](F)(F)(F)F.C(O)(=O)C.[F:27][C:28]([F:48])([F:47])[O:29][C:30]1[CH:35]=[CH:34][C:33]([N:36]2[CH2:40][CH2:39][C:38]3([CH2:45][CH2:44][NH:43][CH2:42][CH2:41]3)[C:37]2=[O:46])=[CH:32][CH:31]=1.[CH:49]([O:52][CH2:53][C:54](O)=[O:55])([CH3:51])[CH3:50]. Given the product [CH:49]([O:52][CH2:53][C:54]([N:43]1[CH2:42][CH2:41][C:38]2([C:37](=[O:46])[N:36]([C:33]3[CH:34]=[CH:35][C:30]([O:29][C:28]([F:27])([F:47])[F:48])=[CH:31][CH:32]=3)[CH2:40][CH2:39]2)[CH2:45][CH2:44]1)=[O:55])([CH3:51])[CH3:50], predict the reactants needed to synthesize it. (4) Given the product [CH3:7][N:6]1[C:2]([C:15]([C:17]2[S:21][CH:20]=[N:19][CH:18]=2)=[O:16])=[CH:3][N:4]=[CH:5]1, predict the reactants needed to synthesize it. The reactants are: Br[C:2]1[N:6]([CH3:7])[CH:5]=[N:4][CH:3]=1.C([Mg]Br)C.CON(C)[C:15]([C:17]1[S:21][CH:20]=[N:19][CH:18]=1)=[O:16]. (5) The reactants are: [F:1][C:2]1[CH:3]=[C:4]([CH:28]=[CH:29][C:30]=1[NH:31][C:32]([NH:34][C:35]1[CH:40]=[C:39]([CH3:41])[CH:38]=[CH:37][C:36]=1[F:42])=[O:33])[O:5][C:6]1[CH:11]=[CH:10][N:9]=[C:8]2[CH:12]=[C:13]([C:15]([NH:17][CH2:18][CH2:19][NH:20]C(=O)OC(C)(C)C)=[O:16])[S:14][C:7]=12.FC(F)(F)C(O)=O. Given the product [NH2:20][CH2:19][CH2:18][NH:17][C:15]([C:13]1[S:14][C:7]2[C:8](=[N:9][CH:10]=[CH:11][C:6]=2[O:5][C:4]2[CH:28]=[CH:29][C:30]([NH:31][C:32]([NH:34][C:35]3[CH:40]=[C:39]([CH3:41])[CH:38]=[CH:37][C:36]=3[F:42])=[O:33])=[C:2]([F:1])[CH:3]=2)[CH:12]=1)=[O:16], predict the reactants needed to synthesize it. (6) Given the product [CH3:38][S:39]([O-:42])(=[O:41])=[O:40].[NH2:1][C:2]([C:4]1([C:7]2[CH:12]=[CH:11][C:10]([C:13]3[CH:18]=[CH:17][C:16]([C@H:19]([NH2+:23][C@@H:24]([CH2:25][C:26]([F:29])([CH3:27])[CH3:28])[C:30]([NH:32][C:33]4([C:36]#[N:37])[CH2:35][CH2:34]4)=[O:31])[CH:20]([F:22])[F:21])=[CH:15][CH:14]=3)=[CH:9][CH:8]=2)[CH2:6][CH2:5]1)=[O:3], predict the reactants needed to synthesize it. The reactants are: [NH2:1][C:2]([C:4]1([C:7]2[CH:12]=[CH:11][C:10]([C:13]3[CH:18]=[CH:17][C:16]([C@H:19]([NH:23][C@H:24]([C:30]([NH:32][C:33]4([C:36]#[N:37])[CH2:35][CH2:34]4)=[O:31])[CH2:25][C:26]([F:29])([CH3:28])[CH3:27])[CH:20]([F:22])[F:21])=[CH:15][CH:14]=3)=[CH:9][CH:8]=2)[CH2:6][CH2:5]1)=[O:3].[CH3:38][S:39]([OH:42])(=[O:41])=[O:40].C(OC)(C)(C)C. (7) Given the product [CH2:28]([N:30]([CH2:31][CH3:32])[CH2:22][CH2:21][CH2:20][C:19]#[C:18][C:14]1[CH:13]=[C:12]2[C:17](=[CH:16][CH:15]=1)[N:9]([C:6]1[CH:7]=[CH:8][C:3]([C:1]#[CH:2])=[CH:4][CH:5]=1)[CH:10]=[CH:11]2)[CH3:29], predict the reactants needed to synthesize it. The reactants are: [C:1]([C:3]1[CH:8]=[CH:7][C:6]([N:9]2[C:17]3[C:12](=[CH:13][C:14]([C:18]#[C:19][CH2:20][CH2:21][CH2:22]OS(C)(=O)=O)=[CH:15][CH:16]=3)[CH:11]=[CH:10]2)=[CH:5][CH:4]=1)#[CH:2].[CH2:28]([NH:30][CH2:31][CH3:32])[CH3:29].